Dataset: Peptide-MHC class I binding affinity with 185,985 pairs from IEDB/IMGT. Task: Regression. Given a peptide amino acid sequence and an MHC pseudo amino acid sequence, predict their binding affinity value. This is MHC class I binding data. The peptide sequence is FSLGAAVKA. The MHC is HLA-A02:03 with pseudo-sequence HLA-A02:03. The binding affinity (normalized) is 0.122.